From a dataset of Catalyst prediction with 721,799 reactions and 888 catalyst types from USPTO. Predict which catalyst facilitates the given reaction. (1) Reactant: [CH3:1][C:2]1([CH3:14])[CH2:6][C:5](=[O:7])[CH:4]([C:8]2[N:12]([CH3:13])[N:11]=[CH:10][CH:9]=2)[CH2:3]1.[BH4-].[Na+].O. Product: [CH3:1][C:2]1([CH3:14])[CH2:6][C@H:5]([OH:7])[C@@H:4]([C:8]2[N:12]([CH3:13])[N:11]=[CH:10][CH:9]=2)[CH2:3]1. The catalyst class is: 5. (2) Reactant: [Br:1][C:2]1[S:3][C:4]([S:7][CH3:8])=[CH:5][CH:6]=1.C1C=C(Cl)C=C(C(OO)=[O:17])C=1. Product: [Br:1][C:2]1[S:3][C:4]([S:7]([CH3:8])=[O:17])=[CH:5][CH:6]=1. The catalyst class is: 4. (3) Reactant: Cl[CH2:2][C:3]1[CH:8]=[CH:7][N:6]=[C:5]([F:9])[CH:4]=1.CC1(C)C(C)(C)OB([C:18]2[CH:19]=[N:20][CH:21]=[C:22]([CH:27]=2)[C:23]([O:25][CH3:26])=[O:24])O1.C(=O)([O-])[O-].[K+].[K+]. Product: [F:9][C:5]1[CH:4]=[C:3]([CH2:2][C:18]2[CH:19]=[N:20][CH:21]=[C:22]([CH:27]=2)[C:23]([O:25][CH3:26])=[O:24])[CH:8]=[CH:7][N:6]=1. The catalyst class is: 20. (4) The catalyst class is: 29. Product: [C:1]([O:5][C:6](=[O:25])[NH:7][C@H:8]1[CH2:9][CH2:10][C@@H:11]([NH2:14])[CH2:12][CH2:13]1)([CH3:4])([CH3:2])[CH3:3]. Reactant: [C:1]([O:5][C:6](=[O:25])[NH:7][C@H:8]1[CH2:13][CH2:12][C@@H:11]([NH:14]C(OCC2C=CC=CC=2)=O)[CH2:10][CH2:9]1)([CH3:4])([CH3:3])[CH3:2].